Dataset: Catalyst prediction with 721,799 reactions and 888 catalyst types from USPTO. Task: Predict which catalyst facilitates the given reaction. (1) Reactant: [N+:1]([C:4]1[C:5]([NH:20][CH:21]([C:23]2[CH:28]=[CH:27][CH:26]=[CH:25][CH:24]=2)[CH3:22])=[N:6][C:7]([C:10]2[CH:19]=[CH:18][CH:17]=[C:16]3[C:11]=2[CH:12]=[CH:13][CH:14]=[N:15]3)=[CH:8][CH:9]=1)([O-])=O.ClC1N=C(NC(C2C=CC=CC=2)C)C([N+]([O-])=O)=CC=1.N1C2C(=C(B(O)O)C=CC=2)C=CC=1.[C:61](=O)([O-])[O-:62].[K+].[K+]. Product: [C:23]1([CH:21]([N:20]2[C:5]3=[N:6][C:7]([C:10]4[CH:19]=[CH:18][CH:17]=[C:16]5[C:11]=4[CH:12]=[CH:13][CH:14]=[N:15]5)=[CH:8][CH:9]=[C:4]3[NH:1][C:61]2=[O:62])[CH3:22])[CH:28]=[CH:27][CH:26]=[CH:25][CH:24]=1. The catalyst class is: 339. (2) Reactant: [NH2:1][CH2:2][C:3]([CH3:31])([OH:30])[CH2:4][NH:5][C:6]1[C:15]2[C:10](=[CH:11][CH:12]=[C:13]([CH3:16])[CH:14]=2)[N:9]=[C:8]([N:17]2[CH2:23][C:22]3[CH:24]=[CH:25][CH:26]=[CH:27][C:21]=3[S:20](=[O:29])(=[O:28])[CH2:19][CH2:18]2)[CH:7]=1.C([O-])(=O)C.[K+].[N:37]#[C:38]Br. Product: [NH2:37][C:38]1[O:30][C:3]([CH2:4][NH:5][C:6]2[C:15]3[C:10](=[CH:11][CH:12]=[C:13]([CH3:16])[CH:14]=3)[N:9]=[C:8]([N:17]3[CH2:23][C:22]4[CH:24]=[CH:25][CH:26]=[CH:27][C:21]=4[S:20](=[O:29])(=[O:28])[CH2:19][CH2:18]3)[CH:7]=2)([CH3:31])[CH2:2][N:1]=1. The catalyst class is: 24. (3) Reactant: [H-].[Na+].[C:3]([C:7]1[CH:12]=[CH:11][C:10]([CH:13]2[CH2:15][CH:14]2[C:16]([NH:18]/[N:19]=[CH:20]/[C:21]2[CH:30]=[CH:29][CH:28]=[C:27]3[C:22]=2[CH:23]=[CH:24][N:25]=[CH:26]3)=[O:17])=[CH:9][CH:8]=1)([CH3:6])([CH3:5])[CH3:4].[CH3:31]I. Product: [C:3]([C:7]1[CH:12]=[CH:11][C:10]([CH:13]2[CH2:15][CH:14]2[C:16]([N:18]([CH3:31])/[N:19]=[CH:20]/[C:21]2[CH:30]=[CH:29][CH:28]=[C:27]3[C:22]=2[CH:23]=[CH:24][N:25]=[CH:26]3)=[O:17])=[CH:9][CH:8]=1)([CH3:6])([CH3:4])[CH3:5]. The catalyst class is: 3. (4) Reactant: [Br:1][C:2]1[CH:7]=[CH:6][C:5]([NH2:8])=[CH:4][C:3]=1[F:9].O[CH2:11][CH:12]([CH2:14]O)O.[OH-].[NH4+]. Product: [Br:1][C:2]1[CH:7]=[C:6]2[C:5](=[CH:4][C:3]=1[F:9])[N:8]=[CH:14][CH:12]=[CH:11]2. The catalyst class is: 65. (5) Reactant: [CH3:1][O:2][C:3]1[CH:10]=[CH:9][CH:8]=[CH:7][C:4]=1[CH2:5][NH2:6].[C:11]([O:15][C:16](OC([O-])=O)=[O:17])([CH3:14])([CH3:13])[CH3:12]. Product: [CH3:1][O:2][C:3]1[CH:10]=[CH:9][CH:8]=[CH:7][C:4]=1[CH2:5][NH:6][C:16](=[O:17])[O:15][C:11]([CH3:14])([CH3:13])[CH3:12]. The catalyst class is: 7. (6) Reactant: C([O:3][C:4](=[O:31])[CH2:5][O:6][C:7]1[CH:12]=[C:11]([C:13]2[CH:18]=[CH:17][C:16]([O:19][CH3:20])=[CH:15][CH:14]=2)[N:10]=[C:9]([NH:21][C:22]2[CH:27]=[CH:26][C:25]([O:28][CH3:29])=[C:24]([Cl:30])[CH:23]=2)[N:8]=1)C.[OH-].[Na+]. Product: [Cl:30][C:24]1[CH:23]=[C:22]([NH:21][C:9]2[N:8]=[C:7]([O:6][CH2:5][C:4]([OH:31])=[O:3])[CH:12]=[C:11]([C:13]3[CH:14]=[CH:15][C:16]([O:19][CH3:20])=[CH:17][CH:18]=3)[N:10]=2)[CH:27]=[CH:26][C:25]=1[O:28][CH3:29]. The catalyst class is: 5.